This data is from NCI-60 drug combinations with 297,098 pairs across 59 cell lines. The task is: Regression. Given two drug SMILES strings and cell line genomic features, predict the synergy score measuring deviation from expected non-interaction effect. (1) Drug 1: CS(=O)(=O)C1=CC(=C(C=C1)C(=O)NC2=CC(=C(C=C2)Cl)C3=CC=CC=N3)Cl. Drug 2: CC1C(C(CC(O1)OC2CC(CC3=C2C(=C4C(=C3O)C(=O)C5=CC=CC=C5C4=O)O)(C(=O)C)O)N)O. Cell line: NCIH23. Synergy scores: CSS=36.8, Synergy_ZIP=-1.54, Synergy_Bliss=-2.67, Synergy_Loewe=-55.1, Synergy_HSA=-1.65. (2) Drug 1: CNC(=O)C1=CC=CC=C1SC2=CC3=C(C=C2)C(=NN3)C=CC4=CC=CC=N4. Drug 2: C1CN(CCN1C(=O)CCBr)C(=O)CCBr. Cell line: HOP-62. Synergy scores: CSS=24.9, Synergy_ZIP=-5.75, Synergy_Bliss=3.03, Synergy_Loewe=0.0563, Synergy_HSA=-0.217. (3) Drug 1: C1CCN(CC1)CCOC2=CC=C(C=C2)C(=O)C3=C(SC4=C3C=CC(=C4)O)C5=CC=C(C=C5)O. Cell line: A549. Drug 2: C1C(C(OC1N2C=NC3=C(N=C(N=C32)Cl)N)CO)O. Synergy scores: CSS=-4.21, Synergy_ZIP=1.94, Synergy_Bliss=0.401, Synergy_Loewe=-3.08, Synergy_HSA=-3.30. (4) Drug 1: CC12CCC(CC1=CCC3C2CCC4(C3CC=C4C5=CN=CC=C5)C)O. Drug 2: CC(C)NC(=O)C1=CC=C(C=C1)CNNC.Cl. Cell line: CCRF-CEM. Synergy scores: CSS=0.478, Synergy_ZIP=0.441, Synergy_Bliss=1.85, Synergy_Loewe=-6.36, Synergy_HSA=-4.83. (5) Drug 1: CC1=CC=C(C=C1)C2=CC(=NN2C3=CC=C(C=C3)S(=O)(=O)N)C(F)(F)F. Drug 2: CCN(CC)CCCC(C)NC1=C2C=C(C=CC2=NC3=C1C=CC(=C3)Cl)OC. Cell line: MOLT-4. Synergy scores: CSS=27.0, Synergy_ZIP=-0.760, Synergy_Bliss=-1.42, Synergy_Loewe=-32.9, Synergy_HSA=-0.940.